This data is from NCI-60 drug combinations with 297,098 pairs across 59 cell lines. The task is: Regression. Given two drug SMILES strings and cell line genomic features, predict the synergy score measuring deviation from expected non-interaction effect. (1) Synergy scores: CSS=3.77, Synergy_ZIP=-1.48, Synergy_Bliss=-0.144, Synergy_Loewe=-5.96, Synergy_HSA=0.614. Drug 1: C1=NNC2=C1C(=O)NC=N2. Cell line: MCF7. Drug 2: C1CNP(=O)(OC1)N(CCCl)CCCl. (2) Drug 1: C1=C(C(=O)NC(=O)N1)F. Drug 2: CN1C=C(C=N1)C2=C3N=C(C(=C(N3N=C2)N)Br)C4CCCNC4. Cell line: HCT116. Synergy scores: CSS=56.6, Synergy_ZIP=2.12, Synergy_Bliss=3.10, Synergy_Loewe=1.74, Synergy_HSA=6.09.